From a dataset of Full USPTO retrosynthesis dataset with 1.9M reactions from patents (1976-2016). Predict the reactants needed to synthesize the given product. (1) The reactants are: CC(C1C=C(C(C)C)C(C2C(P(C3CCCCC3)C3CCCCC3)=C(OC)C=CC=2OC)=C(C(C)C)C=1)C.Cl[C:40]1[N:45]=[CH:44][C:43]([C:46]2([C:49]#[N:50])[CH2:48][CH2:47]2)=[CH:42][CH:41]=1.[NH2:51][C:52]1[CH:53]=[C:54]([CH:65]=[CH:66][N:67]=1)[C:55]([NH:57][C:58]1[CH:59]=[N:60][CH:61]=[C:62]([Br:64])[CH:63]=1)=[O:56].C([O-])([O-])=O.[K+].[K+]. Given the product [Br:64][C:62]1[CH:63]=[C:58]([NH:57][C:55](=[O:56])[C:54]2[CH:65]=[CH:66][N:67]=[C:52]([NH:51][C:40]3[CH:41]=[CH:42][C:43]([C:46]4([C:49]#[N:50])[CH2:48][CH2:47]4)=[CH:44][N:45]=3)[CH:53]=2)[CH:59]=[N:60][CH:61]=1, predict the reactants needed to synthesize it. (2) Given the product [ClH:1].[N:21]1[CH:22]=[CH:23][CH:24]=[N:25][C:20]=1[C:18]1[S:17][CH:16]=[C:15]([NH2:14])[CH:19]=1, predict the reactants needed to synthesize it. The reactants are: [ClH:1].O1CCOCC1.C(OC(=O)[NH:14][C:15]1[CH:19]=[C:18]([C:20]2[N:25]=[CH:24][CH:23]=[CH:22][N:21]=2)[S:17][CH:16]=1)(C)(C)C. (3) Given the product [C:1]([C@H:5]1[CH2:10][CH2:9][C@H:8]([O:11][C:12]2[CH:21]=[C:20]([CH3:22])[C:19]3[C:14](=[CH:15][CH:16]=[CH:17][CH:18]=3)[C:13]=2[CH2:23][NH:30][CH2:29][C:28]([O:27][CH3:26])=[O:31])[CH2:7][CH2:6]1)([CH3:4])([CH3:3])[CH3:2], predict the reactants needed to synthesize it. The reactants are: [C:1]([C@H:5]1[CH2:10][CH2:9][C@H:8]([O:11][C:12]2[CH:21]=[C:20]([CH3:22])[C:19]3[C:14](=[CH:15][CH:16]=[CH:17][CH:18]=3)[C:13]=2[CH:23]=O)[CH2:7][CH2:6]1)([CH3:4])([CH3:3])[CH3:2].Cl.[CH3:26][O:27][C:28](=[O:31])[CH2:29][NH2:30].C(N(CC)C(C)C)(C)C.C(O[BH-](OC(=O)C)OC(=O)C)(=O)C.[Na+]. (4) The reactants are: [Cl:1][C:2]1[CH:7]=[CH:6][C:5]([CH:8]([NH:14][C:15]2[CH:20]=[C:19]([CH3:21])[C:18](=[O:22])[N:17]([CH3:23])[CH:16]=2)[C:9]([O:11][CH2:12][CH3:13])=[O:10])=[CH:4][CH:3]=1.[O:24]=[C:25]([CH3:34])[CH2:26][C:27](=[O:33])SC(C)(C)C. Given the product [Cl:1][C:2]1[CH:7]=[CH:6][C:5]([CH:8]([N:14]([C:15]2[CH:20]=[C:19]([CH3:21])[C:18](=[O:22])[N:17]([CH3:23])[CH:16]=2)[C:27](=[O:33])[CH2:26][C:25](=[O:24])[CH3:34])[C:9]([O:11][CH2:12][CH3:13])=[O:10])=[CH:4][CH:3]=1, predict the reactants needed to synthesize it. (5) Given the product [Br:21][C:11]1[N:10]([CH3:13])[N:9]=[C:8]([N:3]2[C:2]([CH3:1])=[CH:6][CH:5]=[C:4]2[CH3:7])[CH:12]=1, predict the reactants needed to synthesize it. The reactants are: [CH3:1][C:2]1[N:3]([C:8]2[CH:12]=[CH:11][N:10]([CH3:13])[N:9]=2)[C:4]([CH3:7])=[CH:5][CH:6]=1.[Li]CCCC.N#C[Br:21]. (6) Given the product [CH2:1]([NH:3][C:4]([CH:6]1[NH:14][C:9]2=[N:10][CH:11]=[CH:12][CH:13]=[C:8]2[CH2:7]1)=[O:5])[CH3:2], predict the reactants needed to synthesize it. The reactants are: [CH2:1]([NH:3][C:4]([CH:6]1[N:14](C(OC(C)(C)C)=O)[C:9]2=[N:10][CH:11]=[CH:12][CH:13]=[C:8]2[CH2:7]1)=[O:5])[CH3:2].C(O)(C(F)(F)F)=O.